Dataset: Full USPTO retrosynthesis dataset with 1.9M reactions from patents (1976-2016). Task: Predict the reactants needed to synthesize the given product. (1) Given the product [Cl:16][C:4]1[C:5](=[O:15])[N:6]([C:9]2[CH:14]=[CH:13][CH:12]=[CH:11][CH:10]=2)[N:7]([CH3:8])[C:3]=1[CH2:2][N:27]1[CH2:28][CH2:29][N:24]([C:20]2[CH:19]=[C:18]([CH3:17])[CH:23]=[CH:22][N:21]=2)[CH2:25][CH2:26]1, predict the reactants needed to synthesize it. The reactants are: Br[CH2:2][C:3]1[N:7]([CH3:8])[N:6]([C:9]2[CH:14]=[CH:13][CH:12]=[CH:11][CH:10]=2)[C:5](=[O:15])[C:4]=1[Cl:16].[CH3:17][C:18]1[CH:23]=[CH:22][N:21]=[C:20]([N:24]2[CH2:29][CH2:28][NH:27][CH2:26][CH2:25]2)[CH:19]=1. (2) Given the product [CH2:10]([C:6]1[C:5]([CH2:14][NH:15][C:16](=[O:22])[O:17][C:18]([CH3:19])([CH3:20])[CH3:21])=[C:4]([C:23]2[CH:24]=[CH:25][C:26]([CH3:29])=[CH:27][CH:28]=2)[C:3]([CH2:2][NH:1][S:47]([C:44]2[CH:43]=[CH:42][C:41]([S:38]([CH3:37])(=[O:40])=[O:39])=[CH:46][CH:45]=2)(=[O:49])=[O:48])=[C:8]([CH3:9])[N:7]=1)[CH:11]([CH3:13])[CH3:12], predict the reactants needed to synthesize it. The reactants are: [NH2:1][CH2:2][C:3]1[C:4]([C:23]2[CH:28]=[CH:27][C:26]([CH3:29])=[CH:25][CH:24]=2)=[C:5]([CH2:14][NH:15][C:16](=[O:22])[O:17][C:18]([CH3:21])([CH3:20])[CH3:19])[C:6]([CH2:10][CH:11]([CH3:13])[CH3:12])=[N:7][C:8]=1[CH3:9].C(N(CC)CC)C.[CH3:37][S:38]([C:41]1[CH:46]=[CH:45][C:44]([S:47](Cl)(=[O:49])=[O:48])=[CH:43][CH:42]=1)(=[O:40])=[O:39]. (3) Given the product [NH:22]([C:43]([O:45][C:46]([CH3:49])([CH3:48])[CH3:47])=[O:44])[C@H:23]([C:33]([NH:1][C@H:2]([C:12]([OH:14])=[O:13])[CH2:3][O:4][CH2:5][C:6]1[CH:7]=[CH:8][CH:9]=[CH:10][CH:11]=1)=[O:34])[CH2:24][CH2:25][C:26](=[O:32])[O:27][C:28]([CH3:31])([CH3:29])[CH3:30], predict the reactants needed to synthesize it. The reactants are: [NH2:1][C@H:2]([C:12]([OH:14])=[O:13])[CH2:3][O:4][CH2:5][C:6]1[CH:11]=[CH:10][CH:9]=[CH:8][CH:7]=1.O.N1C=CC=CC=1.[NH:22]([C:43]([O:45][C:46]([CH3:49])([CH3:48])[CH3:47])=[O:44])[C@H:23]([C:33](ON1C(=O)CCC1=O)=[O:34])[CH2:24][CH2:25][C:26](=[O:32])[O:27][C:28]([CH3:31])([CH3:30])[CH3:29]. (4) Given the product [C:18]([O:21][C:22]([N:6]1[CH2:7][CH2:8][CH:9]([OH:11])[CH2:10][CH:5]1[CH2:1][CH:2]([CH3:4])[CH3:3])=[O:23])([CH3:20])([CH3:19])[CH3:17], predict the reactants needed to synthesize it. The reactants are: [CH2:1]([CH:5]1[CH2:10][CH:9]([OH:11])[CH2:8][CH2:7][NH:6]1)[CH:2]([CH3:4])[CH3:3].C([O-])(O)=O.[Na+].[CH3:17][C:18]([O:21][C:22](O[C:22]([O:21][C:18]([CH3:20])([CH3:19])[CH3:17])=[O:23])=[O:23])([CH3:20])[CH3:19]. (5) Given the product [P:73]([O:72][C:64]1[C:65]2[CH:71]=[CH:70][CH:69]=[CH:68][C:66]=2[C:67]2[C@H:59]([CH2:58][Cl:57])[CH2:60][N:61]([C:85](=[O:92])[CH2:86][CH2:87][CH2:88][C:89]([N:5]3[C:6]4[CH:7]=[C:8]([O:16][CH2:17][C:18]5[CH:19]=[CH:20][C:21]([NH:24][C:25](=[O:56])[C@@H:26]([NH:34][C:35](=[O:55])[C@@H:36]([NH:40][C:41](=[O:54])[CH2:42][CH2:43][CH2:44][CH2:45][CH2:46][N:47]6[C:51](=[O:52])[CH:50]=[CH:49][C:48]6=[O:53])[CH:37]([CH3:39])[CH3:38])[CH2:27][CH2:28][CH2:29][NH:30][C:31]([NH2:33])=[O:32])=[CH:22][CH:23]=5)[C:9]5[CH:15]=[CH:14][CH:13]=[CH:12][C:10]=5[C:11]=4[C@H:3]([CH2:2][Cl:1])[CH2:4]3)=[O:90])[C:62]=2[CH:63]=1)([O:80][C:81]([CH3:82])([CH3:83])[CH3:84])([O:75][C:76]([CH3:79])([CH3:78])[CH3:77])=[O:74], predict the reactants needed to synthesize it. The reactants are: [Cl:1][CH2:2][C@H:3]1[C:11]2[C:10]3[CH:12]=[CH:13][CH:14]=[CH:15][C:9]=3[C:8]([O:16][CH2:17][C:18]3[CH:23]=[CH:22][C:21]([NH:24][C:25](=[O:56])[C@@H:26]([NH:34][C:35](=[O:55])[C@@H:36]([NH:40][C:41](=[O:54])[CH2:42][CH2:43][CH2:44][CH2:45][CH2:46][N:47]4[C:51](=[O:52])[CH:50]=[CH:49][C:48]4=[O:53])[CH:37]([CH3:39])[CH3:38])[CH2:27][CH2:28][CH2:29][NH:30][C:31]([NH2:33])=[O:32])=[CH:20][CH:19]=3)=[CH:7][C:6]=2[NH:5][CH2:4]1.[Cl:57][CH2:58][C@H:59]1[C:67]2[C:66]3[CH:68]=[CH:69][CH:70]=[CH:71][C:65]=3[C:64]([O:72][P:73]([O:80][C:81]([CH3:84])([CH3:83])[CH3:82])([O:75][C:76]([CH3:79])([CH3:78])[CH3:77])=[O:74])=[CH:63][C:62]=2[N:61]([C:85](=[O:92])[CH2:86][CH2:87][CH2:88][C:89](O)=[O:90])[CH2:60]1.CCN=C=NCCCN(C)C.Cl.C1(C)C=CC(S(O)(=O)=O)=CC=1.C([O-])(O)=O.[Na+].